The task is: Predict the reaction yield, written as a fraction of the theoretical maximum amount of product (1.0 means a 100% yield; for example, 0.34 means a 34% yield).. This data is from Reaction yield outcomes from USPTO patents with 853,638 reactions. (1) The reactants are [C:1]([C:3](=[C:9](OCC)[CH2:10][CH3:11])[C:4]([O:6][CH2:7][CH3:8])=[O:5])#N.Cl.[CH:16]1([NH:21][NH2:22])[CH2:20][CH2:19][CH2:18][CH2:17]1.[CH2:23](N(CC)CC)C. The catalyst is CO. The product is [CH:16]1([N:21]2[C:1]([CH3:23])=[C:3]([C:4]([O:6][CH2:7][CH3:8])=[O:5])[C:9]([CH2:10][CH3:11])=[N:22]2)[CH2:20][CH2:19][CH2:18][CH2:17]1. The yield is 0.770. (2) The reactants are [OH:1][CH2:2][C:3]1[CH:16]=[CH:15][C:14]2[O:13][C:12]3[C:7]4=[C:8]([C:17](=[O:20])[NH:18][N:19]=[C:6]4[C:5]=2[CH:4]=1)[CH:9]=[CH:10][CH:11]=3.[P:21]([O-])([O:31][CH2:32][C:33]1[CH:38]=[CH:37][CH:36]=[CH:35][CH:34]=1)([O:23][CH2:24][C:25]1[CH:30]=[CH:29][CH:28]=[CH:27][CH:26]=1)=[O:22].C1(P(C2C=CC=CC=2)C2C=CC=CC=2)C=CC=CC=1.N(C(OC(C)C)=O)=NC(OC(C)C)=O. The catalyst is CN(C=O)C. The product is [O:20]=[C:17]1[C:8]2[CH:9]=[CH:10][CH:11]=[C:12]3[O:13][C:14]4[CH:15]=[CH:16][C:3]([CH2:2][O:1][P:21](=[O:22])([O:31][CH2:32][C:33]5[CH:38]=[CH:37][CH:36]=[CH:35][CH:34]=5)[O:23][CH2:24][C:25]5[CH:30]=[CH:29][CH:28]=[CH:27][CH:26]=5)=[CH:4][C:5]=4[C:6]([C:7]=23)=[N:19][NH:18]1. The yield is 0.400. (3) The reactants are Br[C:2]1[CH:27]=[CH:26][C:5]2[N:6]([CH:19]([CH2:24][CH3:25])[C:20]([O:22][CH3:23])=[O:21])[C:7](=[N:9][C:10](=[O:18])[C:11]3[CH:16]=[CH:15][C:14]([CH3:17])=[CH:13][CH:12]=3)[S:8][C:4]=2[CH:3]=1.[F:28][C:29]1[CH:35]=[CH:34][C:32]([NH2:33])=[CH:31][CH:30]=1.CC1(C)C2C(=C(P(C3C=CC=CC=3)C3C=CC=CC=3)C=CC=2)OC2C(P(C3C=CC=CC=3)C3C=CC=CC=3)=CC=CC1=2.C(=O)([O-])[O-].[Cs+].[Cs+]. The catalyst is O1CCOCC1.C([O-])(=O)C.[Pd+2].C([O-])(=O)C. The product is [F:28][C:29]1[CH:35]=[CH:34][C:32]([NH:33][C:2]2[CH:27]=[CH:26][C:5]3[N:6]([CH:19]([CH2:24][CH3:25])[C:20]([O:22][CH3:23])=[O:21])[C:7](=[N:9][C:10](=[O:18])[C:11]4[CH:16]=[CH:15][C:14]([CH3:17])=[CH:13][CH:12]=4)[S:8][C:4]=3[CH:3]=2)=[CH:31][CH:30]=1. The yield is 0.650. (4) The reactants are [OH:1][C:2]1[CH:3]=[C:4]([C:8]2[C:17]3[C:12](=[C:13]([C:18]([F:21])([F:20])[F:19])[CH:14]=[CH:15][CH:16]=3)[N:11]=[CH:10][C:9]=2[C:22]([C:24]2[CH:29]=[CH:28][CH:27]=[CH:26][CH:25]=2)=[O:23])[CH:5]=[CH:6][CH:7]=1.Br[CH2:31][C:32]1[CH:41]=[CH:40][C:35]([C:36]([O:38]C)=[O:37])=[CH:34][CH:33]=1.C([O-])([O-])=O.[K+].[K+]. The catalyst is CC(C)=O. The product is [C:22]([C:9]1[CH:10]=[N:11][C:12]2[C:17]([C:8]=1[C:4]1[CH:3]=[C:2]([CH:7]=[CH:6][CH:5]=1)[O:1][CH2:31][C:32]1[CH:41]=[CH:40][C:35]([C:36]([OH:38])=[O:37])=[CH:34][CH:33]=1)=[CH:16][CH:15]=[CH:14][C:13]=2[C:18]([F:21])([F:19])[F:20])(=[O:23])[C:24]1[CH:25]=[CH:26][CH:27]=[CH:28][CH:29]=1. The yield is 0.770. (5) The reactants are C[O:2][C:3](=[O:43])[CH2:4][C:5]1[CH:42]=[CH:41][CH:40]=[CH:39][C:6]=1[CH2:7][CH2:8][C:9]1[C:14]([C:15]([F:18])([F:17])[F:16])=[CH:13][N:12]=[C:11]([NH:19][C:20]2[CH:25]=[CH:24][C:23]([CH:26]3[O:31][CH2:30][CH2:29][N:28]([C:32]([O:34][C:35]([CH3:38])([CH3:37])[CH3:36])=[O:33])[CH2:27]3)=[CH:22][CH:21]=2)[N:10]=1.O.[OH-].[Li+]. The catalyst is C1COCC1.O. The product is [C:35]([O:34][C:32]([N:28]1[CH2:29][CH2:30][O:31][CH:26]([C:23]2[CH:24]=[CH:25][C:20]([NH:19][C:11]3[N:10]=[C:9]([CH2:8][CH2:7][C:6]4[CH:39]=[CH:40][CH:41]=[CH:42][C:5]=4[CH2:4][C:3]([OH:43])=[O:2])[C:14]([C:15]([F:16])([F:17])[F:18])=[CH:13][N:12]=3)=[CH:21][CH:22]=2)[CH2:27]1)=[O:33])([CH3:38])([CH3:36])[CH3:37]. The yield is 0.850. (6) The reactants are [C:1]([Si:5]([CH3:17])([CH3:16])[O:6][CH:7]([C:9]([CH3:15])([CH:13]=[CH2:14])[C:10]([OH:12])=[O:11])[CH3:8])([CH3:4])([CH3:3])[CH3:2].Br[C:19]1[CH:28]=[C:27]2[C:22]([CH:23]=[CH:24][C:25]([C@H:29]([O:31][C:32](=[O:34])[CH3:33])[CH3:30])=[N:26]2)=[CH:21][CH:20]=1.C1(C)C=CC=CC=1P(C1C=CC=CC=1C)C1C=CC=CC=1C.C1(CNCC2CCCCC2)CCCCC1. The catalyst is O1CCOCC1.C([O-])(=O)C.[Pd+2].C([O-])(=O)C. The product is [C:32]([O:31][C@@H:29]([C:25]1[CH:24]=[CH:23][C:22]2[C:27](=[CH:28][C:19](/[CH:14]=[CH:13]/[C:9]([CH:7]([O:6][Si:5]([C:1]([CH3:4])([CH3:3])[CH3:2])([CH3:17])[CH3:16])[CH3:8])([CH3:15])[C:10]([OH:12])=[O:11])=[CH:20][CH:21]=2)[N:26]=1)[CH3:30])(=[O:34])[CH3:33]. The yield is 0.170.